From a dataset of Reaction yield outcomes from USPTO patents with 853,638 reactions. Predict the reaction yield, written as a fraction of the theoretical maximum amount of product (1.0 means a 100% yield; for example, 0.34 means a 34% yield). (1) The reactants are C(N(C1C[C:15]2[C:10](=[CH:11][C:12]3[Si:20]([CH3:22])([CH3:21])[C:19]4[CH:23]=[CH:24][CH:25]=[CH:26][C:18]=4[C:17](=O)[C:13]=3[CH:14]=2)[N:9]1C)CC=C)C=C.[C:29]1([CH3:37])[CH:34]=[CH:33][CH:32]=[CH:31][C:30]=1[Mg]Br.Cl.[C:39](=O)([O-])O.[Na+].[BH4-].[Na+].[CH3:46][N:47]1C(=O)CC(=O)N(C)[C:48]1=O. The catalyst is C1COCC1. The product is [CH3:46][N:47]1[C:30]2[C:29](=[CH:34][C:33]3[CH:17]([C:18]4[CH:26]=[CH:25][CH:24]=[CH:23][C:19]=4[CH3:39])[C:13]4[CH:14]=[CH:15][C:10]([NH2:9])=[CH:11][C:12]=4[Si:20]([CH3:21])([CH3:22])[C:32]=3[CH:31]=2)[CH2:37][CH2:48]1. The yield is 0.140. (2) The reactants are [Cl:1][C:2]1[CH:3]=[CH:4][CH:5]=[C:6]2[C:11]=1[C:10]([CH2:12][C:13]1[CH:14]=[C:15]([CH:19]=[CH:20][CH:21]=1)[C:16]([OH:18])=O)=[N:9][NH:8][C:7]2=[O:22].[CH2:23]([O:25][CH:26]1[CH2:31][CH2:30][NH:29][CH2:28][CH2:27]1)[CH3:24].C(N(C(C)C)C(C)C)C.CN(C(ON1N=NC2C=CC=CC1=2)=[N+](C)C)C.F[P-](F)(F)(F)(F)F. The catalyst is CN(C=O)C. The product is [Cl:1][C:2]1[CH:3]=[CH:4][CH:5]=[C:6]2[C:11]=1[C:10]([CH2:12][C:13]1[CH:21]=[CH:20][CH:19]=[C:15]([C:16]([N:29]3[CH2:30][CH2:31][CH:26]([O:25][CH2:23][CH3:24])[CH2:27][CH2:28]3)=[O:18])[CH:14]=1)=[N:9][NH:8][C:7]2=[O:22]. The yield is 0.410. (3) The reactants are C([O:3][C:4](=[O:34])[CH2:5][NH:6][C:7]([C:9]1[C:14](=[O:15])[N:13]([CH2:16][C:17]2[CH:22]=[CH:21][C:20]([C:23]([F:26])([F:25])[F:24])=[CH:19][C:18]=2[F:27])[C:12]([OH:28])=[C:11]([C:29](OC)=[O:30])[C:10]=1[OH:33])=[O:8])C.[CH3:35][O:36][C:37]1[CH:44]=[C:43]([O:45][CH3:46])[CH:42]=[CH:41][C:38]=1[CH2:39][NH2:40].[OH-].[Na+]. The catalyst is O1CCOCC1.C(OCC)(=O)C. The product is [CH3:35][O:36][C:37]1[CH:44]=[C:43]([O:45][CH3:46])[CH:42]=[CH:41][C:38]=1[CH2:39][NH:40][C:29]([C:11]1[C:10]([OH:33])=[C:9]([C:7]([NH:6][CH2:5][C:4]([OH:34])=[O:3])=[O:8])[C:14](=[O:15])[N:13]([CH2:16][C:17]2[CH:22]=[CH:21][C:20]([C:23]([F:25])([F:24])[F:26])=[CH:19][C:18]=2[F:27])[C:12]=1[OH:28])=[O:30]. The yield is 0.670. (4) The reactants are [Cl:1][C:2]1[CH:7]=[CH:6][C:5]([C:8]2[N:12]([CH:13]([CH:16]3[CH2:21][CH2:20][CH2:19][CH2:18][CH2:17]3)[CH2:14][OH:15])[C:11]3[CH:22]=[C:23]([F:27])[C:24]([F:26])=[CH:25][C:10]=3[N:9]=2)=[CH:4][CH:3]=1.[F:28][C:29]1[CH:30]=[C:31]([CH:34]=[CH:35][C:36]=1O)[C:32]#[N:33].N(C(OC(C)(C)C)=O)=NC(OC(C)(C)C)=O. No catalyst specified. The product is [Cl:1][C:2]1[CH:7]=[CH:6][C:5]([C:8]2[N:12]([CH:13]([CH:16]3[CH2:17][CH2:18][CH2:19][CH2:20][CH2:21]3)[CH2:14][O:15][C:36]3[CH:35]=[CH:34][C:31]([C:32]#[N:33])=[CH:30][C:29]=3[F:28])[C:11]3[CH:22]=[C:23]([F:27])[C:24]([F:26])=[CH:25][C:10]=3[N:9]=2)=[CH:4][CH:3]=1. The yield is 0.890.